This data is from Catalyst prediction with 721,799 reactions and 888 catalyst types from USPTO. The task is: Predict which catalyst facilitates the given reaction. (1) Reactant: F[C:2]1[CH:7]=[CH:6][C:5]([N+:8]([O-:10])=[O:9])=[CH:4][C:3]=1[F:11].[NH:12]1[CH2:17][CH2:16][S:15][CH2:14][CH2:13]1.C(N(C(C)C)C(C)C)C. Product: [F:11][C:3]1[CH:4]=[C:5]([N+:8]([O-:10])=[O:9])[CH:6]=[CH:7][C:2]=1[N:12]1[CH2:17][CH2:16][S:15][CH2:14][CH2:13]1. The catalyst class is: 10. (2) Reactant: [C:1]([C:3]1[CH:4]=[C:5]([CH:24]=[CH:25][CH:26]=1)[O:6][C:7]1[C:12]([O:13][CH2:14][CH2:15][CH2:16][C:17]2[CH:22]=[CH:21][N:20]=[CH:19][C:18]=2[OH:23])=[CH:11][CH:10]=[CH:9][N:8]=1)#[N:2].[N-:27]=[N+:28]=[N-:29].[Na+].[Cl-].[NH4+]. Product: [NH:27]1[C:1]([C:3]2[CH:4]=[C:5]([CH:24]=[CH:25][CH:26]=2)[O:6][C:7]2[C:12]([O:13][CH2:14][CH2:15][CH2:16][C:17]3[CH:22]=[CH:21][N:20]=[CH:19][C:18]=3[OH:23])=[CH:11][CH:10]=[CH:9][N:8]=2)=[N:2][N:29]=[N:28]1. The catalyst class is: 3.